Dataset: Catalyst prediction with 721,799 reactions and 888 catalyst types from USPTO. Task: Predict which catalyst facilitates the given reaction. (1) Reactant: [C:1]([O:5][C:6]([N:8]1[CH2:13][CH2:12][CH:11]([CH2:14][OH:15])[CH2:10][CH2:9]1)=[O:7])([CH3:4])([CH3:3])[CH3:2].C(N(CC)CC)C.[CH3:23][S:24](Cl)(=[O:26])=[O:25]. Product: [C:1]([O:5][C:6]([N:8]1[CH2:13][CH2:12][CH:11]([CH2:14][O:15][S:24]([CH3:23])(=[O:26])=[O:25])[CH2:10][CH2:9]1)=[O:7])([CH3:4])([CH3:3])[CH3:2]. The catalyst class is: 2. (2) The catalyst class is: 3. Reactant: [CH2:1]([C:5]1[O:9][N:8]=[C:7]([C:10]([OH:12])=O)[C:6]=1[CH2:13][CH2:14][CH3:15])[CH:2]([CH3:4])[CH3:3].[CH2:16]([C:20]1[C:21]([C:28]([OH:30])=O)=[N:22][O:23][C:24]=1[CH2:25][CH2:26][CH3:27])[CH:17]([CH3:19])[CH3:18].O/[N:32]=[C:33](/[C:35]1[CH:52]=[CH:51][C:38]([CH2:39][N:40]2[CH2:43][CH:42]([C:44]([O:46][C:47]([CH3:50])([CH3:49])[CH3:48])=[O:45])[CH2:41]2)=[CH:37][CH:36]=1)\[NH2:34].C1C=CC2N(O)N=NC=2C=1.C(N(C(C)C)CC)(C)C.C(Cl)CCl. Product: [CH2:1]([C:5]1[O:9][N:8]=[C:7]([C:10]2[O:12][N:34]=[C:33]([C:35]3[CH:36]=[CH:37][C:38]([CH2:39][N:40]4[CH2:41][CH:42]([C:44]([O:46][C:47]([CH3:48])([CH3:50])[CH3:49])=[O:45])[CH2:43]4)=[CH:51][CH:52]=3)[N:32]=2)[C:6]=1[CH2:13][CH2:14][CH3:15])[CH:2]([CH3:3])[CH3:4].[CH2:16]([C:20]1[C:21]([C:28]2[O:30][N:34]=[C:33]([C:35]3[CH:36]=[CH:37][C:38]([CH2:39][N:40]4[CH2:41][CH:42]([C:44]([O:46][C:47]([CH3:48])([CH3:50])[CH3:49])=[O:45])[CH2:43]4)=[CH:51][CH:52]=3)[N:32]=2)=[N:22][O:23][C:24]=1[CH2:25][CH2:26][CH3:27])[CH:17]([CH3:18])[CH3:19]. (3) The catalyst class is: 67. Product: [CH2:1]([N:3]1[C:7]2=[N:8][C:9]([CH2:32][CH3:33])=[C:10]([CH2:19][NH:20][C:21]([C:23]3[CH:24]=[CH:25][CH:26]=[C:27]([C:29]([NH:34][CH2:35][C:36]4[CH:41]=[C:40]([C:42]5[CH:47]=[CH:46][CH:45]=[C:44]([CH2:95][N:79]6[CH2:89][CH2:88][NH:72][C@@H:73]([CH3:78])[CH2:74]6)[CH:43]=5)[C:39]([F:63])=[CH:38][CH:37]=4)=[O:30])[N:28]=3)=[O:22])[C:11]([NH:12][CH:13]3[CH2:14][CH2:15][O:16][CH2:17][CH2:18]3)=[C:6]2[CH:5]=[N:4]1)[CH3:2]. Reactant: [CH2:1]([N:3]1[C:7]2=[N:8][C:9]([CH2:32][CH3:33])=[C:10]([CH2:19][NH:20][C:21]([C:23]3[N:28]=[C:27]([C:29](O)=[O:30])[CH:26]=[CH:25][CH:24]=3)=[O:22])[C:11]([NH:12][CH:13]3[CH2:18][CH2:17][O:16][CH2:15][CH2:14]3)=[C:6]2[CH:5]=[N:4]1)[CH3:2].[NH2:34][CH2:35][C:36]1[CH:37]=[CH:38][C:39]([F:63])=[C:40]([C:42]2[CH:47]=[CH:46][CH:45]=[C:44](CN3CCN(C(OC(C)(C)C)=O)[C@@H](C)C3)[CH:43]=2)[CH:41]=1.CN(C(O[N:72]1N=[N:79][C:74]2C=CC=[CH:78][C:73]1=2)=[N+](C)C)C.F[P-](F)(F)(F)(F)F.[CH3:88][CH2:89]N(CC)CC.[CH2:95](Cl)Cl. (4) Reactant: CN([CH:4]=[O:5])C.P(Cl)(Cl)(Cl)=O.[NH:11]1[C:19]2[C:14](=[CH:15][CH:16]=[CH:17][CH:18]=2)[CH:13]=[CH:12]1.[OH-].[Na+]. Product: [CH:16]1[CH:15]=[C:14]2[C:13]([CH:4]=[O:5])=[CH:12][NH:11][C:19]2=[CH:18][CH:17]=1. The catalyst class is: 20. (5) Reactant: [Si]([O:8][C:9]1[CH:14]=[CH:13][C:12]([N:15]([CH2:27][C@@H:28]([NH:33][C:34](=[O:40])[O:35][C:36]([CH3:39])([CH3:38])[CH3:37])[C@@H:29]([CH3:32])[CH2:30][CH3:31])[C:16]([C@@H:18]2[CH2:20][C@H:19]2[C:21]2[CH:26]=[CH:25][CH:24]=[CH:23][N:22]=2)=[O:17])=[CH:11][CH:10]=1)(C(C)(C)C)(C)C.[F-].C([N+](CCCC)(CCCC)CCCC)CCC. Product: [OH:8][C:9]1[CH:14]=[CH:13][C:12]([N:15]([CH2:27][C@@H:28]([NH:33][C:34](=[O:40])[O:35][C:36]([CH3:37])([CH3:39])[CH3:38])[C@@H:29]([CH3:32])[CH2:30][CH3:31])[C:16]([C@@H:18]2[CH2:20][C@H:19]2[C:21]2[CH:26]=[CH:25][CH:24]=[CH:23][N:22]=2)=[O:17])=[CH:11][CH:10]=1. The catalyst class is: 7.